Task: Regression. Given a peptide amino acid sequence and an MHC pseudo amino acid sequence, predict their binding affinity value. This is MHC class II binding data.. Dataset: Peptide-MHC class II binding affinity with 134,281 pairs from IEDB (1) The peptide sequence is RLFKAFILDGDNLFP. The MHC is DRB5_0101 with pseudo-sequence DRB5_0101. The binding affinity (normalized) is 0.403. (2) The peptide sequence is LINTIIFLKTNNWHA. The MHC is DRB3_0202 with pseudo-sequence DRB3_0202. The binding affinity (normalized) is 0.253. (3) The peptide sequence is APEDKYEAFVLHFSE. The MHC is HLA-DPA10301-DPB10402 with pseudo-sequence HLA-DPA10301-DPB10402. The binding affinity (normalized) is 0.164. (4) The MHC is DRB1_0401 with pseudo-sequence DRB1_0401. The peptide sequence is RTVVLTESTLSTALAELATR. The binding affinity (normalized) is 0.665. (5) The peptide sequence is ERIFKRFDTNGDGKI. The MHC is HLA-DPA10201-DPB10101 with pseudo-sequence HLA-DPA10201-DPB10101. The binding affinity (normalized) is 0.0911.